This data is from Catalyst prediction with 721,799 reactions and 888 catalyst types from USPTO. The task is: Predict which catalyst facilitates the given reaction. (1) Product: [CH3:18][C:19]1[CH:14]=[CH:15][C:3]2[C:4]([C:5]([OH:7])=[O:6])=[CH:8][CH:9]=[CH:10][C:2]=2[N:1]=1. The catalyst class is: 33. Reactant: [NH2:1][C:2]1[CH:3]=[C:4]([CH:8]=[CH:9][CH:10]=1)[C:5]([OH:7])=[O:6].[N+]([C:14]1[CH:15]=C(S([O-])(=O)=O)C=[CH:18][CH:19]=1)([O-])=O.[Na+].C(=O)/C=C/C. (2) Reactant: [OH-].[K+].[C@H]1(NC2N=C(N)N=C([C@H](F)C)N=2)C2C(=CC=CC=2)CCC1.C(#N)C=C.[F:28][C@@H:29]([C:31]1[N:36]=[C:35]([NH:37][C@H:38]2[C:47]3[C:42](=[CH:43][CH:44]=[CH:45][CH:46]=3)[CH2:41][CH2:40][CH2:39]2)[N:34]=[C:33]([N:48](CCC#N)[CH2:49][CH2:50][C:51]#[N:52])[N:32]=1)[CH3:30]. Product: [F:28][C@@H:29]([C:31]1[N:36]=[C:35]([NH:37][C@H:38]2[C:47]3[C:42](=[CH:43][CH:44]=[CH:45][CH:46]=3)[CH2:41][CH2:40][CH2:39]2)[N:34]=[C:33]([NH:48][CH2:49][CH2:50][C:51]#[N:52])[N:32]=1)[CH3:30]. The catalyst class is: 47. (3) Reactant: [Cl:1][C:2]1[CH:3]=[CH:4][C:5]([N:36]2[CH:40]=[N:39][N:38]=[N:37]2)=[C:6]([C:8]2[CH:16]=[C:15]3[N:11]([C@H:12]([C:17]4[NH:18][C:19]([C:22]5[CH:34]=[CH:33][C:25]6[O:26]C(C)(C)[O:28][C:29](=[O:30])[C:24]=6[CH:23]=5)=[CH:20][N:21]=4)[CH2:13][CH2:14]3)[C:10](=[O:35])[CH:9]=2)[CH:7]=1.Cl.O. Product: [Cl:1][C:2]1[CH:3]=[CH:4][C:5]([N:36]2[CH:40]=[N:39][N:38]=[N:37]2)=[C:6]([C:8]2[CH:16]=[C:15]3[N:11]([C@H:12]([C:17]4[NH:18][C:19]([C:22]5[CH:34]=[CH:33][C:25]([OH:26])=[C:24]([CH:23]=5)[C:29]([OH:30])=[O:28])=[CH:20][N:21]=4)[CH2:13][CH2:14]3)[C:10](=[O:35])[CH:9]=2)[CH:7]=1. The catalyst class is: 155. (4) Reactant: [F:1][C:2]1[CH:30]=[CH:29][CH:28]=[C:27]([F:31])[C:3]=1[O:4][C:5]1[CH:10]=[CH:9][C:8]([C:11]2[C:19]3[C:14](=[N:15][CH:16]=[N:17][C:18]=3[NH2:20])[N:13]([CH2:21][C@H:22]3[CH2:26][CH2:25][CH2:24][NH:23]3)[N:12]=2)=[CH:7][CH:6]=1.[C:32]([CH2:34][C:35](O)=[O:36])#[N:33]. Product: [NH2:20][C:18]1[N:17]=[CH:16][N:15]=[C:14]2[N:13]([CH2:21][C@H:22]3[CH2:26][CH2:25][CH2:24][N:23]3[C:35](=[O:36])[CH2:34][C:32]#[N:33])[N:12]=[C:11]([C:8]3[CH:7]=[CH:6][C:5]([O:4][C:3]4[C:27]([F:31])=[CH:28][CH:29]=[CH:30][C:2]=4[F:1])=[CH:10][CH:9]=3)[C:19]=12. The catalyst class is: 4. (5) Reactant: [OH:1][CH2:2][CH2:3][O:4][C:5]1[CH:10]=[CH:9][C:8]([N:11]=[N:12][C:13]2[CH:18]=[CH:17][C:16]([C:19]#[N:20])=[CH:15][CH:14]=2)=[CH:7][C:6]=1Br.[Cu](C#N)[C:23]#[N:24].N. Product: [OH:1][CH2:2][CH2:3][O:4][C:5]1[CH:10]=[CH:9][C:8]([N:11]=[N:12][C:13]2[CH:18]=[CH:17][C:16]([C:19]#[N:20])=[CH:15][CH:14]=2)=[CH:7][C:6]=1[C:23]#[N:24]. The catalyst class is: 3. (6) Reactant: [NH2:1][C:2]1[CH:3]=[C:4]([CH:22]=[CH:23][CH:24]=1)[C:5]([NH:7][CH2:8][CH:9]([OH:21])[CH2:10][N:11]1[CH2:20][CH2:19][C:18]2[C:13](=[CH:14][CH:15]=[CH:16][CH:17]=2)[CH2:12]1)=[O:6].CC(O)=O.[O:29]1[CH2:33][CH2:32][C:31](=O)[CH2:30]1.[BH3-]C#N.[Na+]. Product: [CH2:12]1[C:13]2[C:18](=[CH:17][CH:16]=[CH:15][CH:14]=2)[CH2:19][CH2:20][N:11]1[CH2:10][CH:9]([OH:21])[CH2:8][NH:7][C:5](=[O:6])[C:4]1[CH:22]=[CH:23][CH:24]=[C:2]([NH:1][CH:31]2[CH2:32][CH2:33][O:29][CH2:30]2)[CH:3]=1. The catalyst class is: 5. (7) Reactant: [CH3:1][C:2]1[N:7]=[C:6]([C:8]2[NH:12][C:11]([CH2:13][C:14]3[CH:19]=[CH:18][C:17]([NH2:20])=[CH:16][CH:15]=3)=[N:10][C:9]=2[C:21]2[CH:22]=[C:23]3[C:28](=[CH:29][CH:30]=2)[N:27]=[CH:26][CH:25]=[CH:24]3)[CH:5]=[CH:4][CH:3]=1.[CH3:31][S:32](Cl)(=[O:34])=[O:33]. Product: [CH3:1][C:2]1[N:7]=[C:6]([C:8]2[NH:12][C:11]([CH2:13][C:14]3[CH:15]=[CH:16][C:17]([NH:20][S:32]([CH3:31])(=[O:34])=[O:33])=[CH:18][CH:19]=3)=[N:10][C:9]=2[C:21]2[CH:22]=[C:23]3[C:28](=[CH:29][CH:30]=2)[N:27]=[CH:26][CH:25]=[CH:24]3)[CH:5]=[CH:4][CH:3]=1. The catalyst class is: 17.